This data is from Full USPTO retrosynthesis dataset with 1.9M reactions from patents (1976-2016). The task is: Predict the reactants needed to synthesize the given product. (1) Given the product [NH2:25][C:24]1[C:19]([N:16]2[CH2:15][CH2:14][CH:13]([C:11]([NH:10][S:7]([C:5]3[S:6][C:2]([Cl:1])=[CH:3][CH:4]=3)(=[O:8])=[O:9])=[O:12])[CH2:18][CH2:17]2)=[N:20][CH:21]=[C:22]([C:28]2[O:29][C:30]([CH2:33][CH3:34])=[CH:31][N:32]=2)[CH:23]=1, predict the reactants needed to synthesize it. The reactants are: [Cl:1][C:2]1[S:6][C:5]([S:7]([NH:10][C:11]([CH:13]2[CH2:18][CH2:17][N:16]([C:19]3[C:24]([N+:25]([O-])=O)=[CH:23][C:22]([C:28]4[O:29][C:30]([CH2:33][CH3:34])=[CH:31][N:32]=4)=[CH:21][N:20]=3)[CH2:15][CH2:14]2)=[O:12])(=[O:9])=[O:8])=[CH:4][CH:3]=1.[NH4+].[Cl-]. (2) Given the product [CH3:1][N:2]1[C:6]([C@@H:7]2[CH2:12][CH2:11][CH2:10][CH2:9][C@H:8]2[OH:13])=[CH:5][CH:4]=[N:3]1, predict the reactants needed to synthesize it. The reactants are: [CH3:1][N:2]1[C:6]([C@H:7]2[CH2:12][CH2:11][CH2:10][CH2:9][C@@H:8]2[OH:13])=[CH:5][CH:4]=[N:3]1.